This data is from Catalyst prediction with 721,799 reactions and 888 catalyst types from USPTO. The task is: Predict which catalyst facilitates the given reaction. (1) Reactant: [C:1]([O:5][C:6]([N:8]1[CH2:12][CH2:11][CH2:10][C@H:9]1[CH2:13][OH:14])=[O:7])([CH3:4])([CH3:3])[CH3:2].N1C=CC=CC=1.[C:21]1([CH3:31])[CH:26]=[CH:25][C:24]([S:27](Cl)(=[O:29])=[O:28])=[CH:23][CH:22]=1. Product: [C:6]([N:8]1[CH2:12][CH2:11][CH2:10][C@H:9]1[CH2:13][O:14][S:27]([C:24]1[CH:25]=[CH:26][C:21]([CH3:31])=[CH:22][CH:23]=1)(=[O:29])=[O:28])([O:5][C:1]([CH3:4])([CH3:3])[CH3:2])=[O:7]. The catalyst class is: 2. (2) Reactant: [S:1]1[C:5]([CH2:6][CH2:7][OH:8])=[CH:4][C:3]2[CH:9]=[CH:10][CH:11]=[CH:12][C:2]1=2.CCN(C(C)C)C(C)C.[S:22](Cl)([CH3:25])(=[O:24])=[O:23]. Product: [S:1]1[C:5]([CH2:6][CH2:7][O:8][S:22]([CH3:25])(=[O:24])=[O:23])=[CH:4][C:3]2[CH:9]=[CH:10][CH:11]=[CH:12][C:2]1=2. The catalyst class is: 2. (3) Product: [F:7][C:8]1[CH:13]=[C:12]2[C:11](=[CH:10][CH:9]=1)[O:4][C:3]([CH2:5][F:6])([CH2:2][F:1])[CH2:15][C:14]2=[O:16]. The catalyst class is: 5. Reactant: [F:1][CH2:2][C:3]([CH2:5][F:6])=[O:4].[F:7][C:8]1[CH:9]=[CH:10][C:11](O)=[C:12]([C:14](=[O:16])[CH3:15])[CH:13]=1.N1CCCC1. (4) Reactant: CN(CCN(C)C)C.[CH2:9]=[CH:10][C:11]1[CH:16]=[CH:15][CH:14]=[CH:13][CH:12]=1.C([Li])CCC.[CH2:22]=[CH:23][C:24](=[CH2:26])[CH3:25].CO[Si](OC)(OC)OC. Product: [CH2:9]=[CH:10][C:11]1[CH:16]=[CH:15][CH:14]=[CH:13][CH:12]=1.[CH2:22]=[CH:23][C:24](=[CH2:25])[CH3:26].[CH2:9]=[CH:10][C:11]1[CH:16]=[CH:15][CH:14]=[CH:13][CH:12]=1. The catalyst class is: 244. (5) Reactant: C(O)(C(F)(F)F)=O.[CH3:8][N:9]1[C:14]2=[CH:15][N:16]([CH2:24][CH2:25][S:26]C(C3C=CC=CC=3)(C3C=CC=CC=3)C3C=CC=CC=3)[C:17]([C:18]3[CH:23]=[CH:22][CH:21]=[CH:20][CH:19]=3)=[C:13]2[C:12](=[O:46])[N:11]([CH3:47])[C:10]1=[O:48].C([SiH](CC)CC)C. Product: [SH:26][CH2:25][CH2:24][N:16]1[C:17]([C:18]2[CH:23]=[CH:22][CH:21]=[CH:20][CH:19]=2)=[C:13]2[C:14]([N:9]([CH3:8])[C:10](=[O:48])[N:11]([CH3:47])[C:12]2=[O:46])=[CH:15]1. The catalyst class is: 2. (6) Reactant: [BH4-].[Li+].C[O:4][C:5]([C@H:7]1[CH2:11][C@@H:10]([F:12])[CH2:9][N:8]1[C:13]([O:15][C:16]([CH3:19])([CH3:18])[CH3:17])=[O:14])=O. Product: [C:16]([O:15][C:13]([N:8]1[CH2:9][C@H:10]([F:12])[CH2:11][C@@H:7]1[CH2:5][OH:4])=[O:14])([CH3:19])([CH3:18])[CH3:17]. The catalyst class is: 1. (7) The catalyst class is: 86. Reactant: [NH:1]([C:3]1[CH:8]=[C:7]([C:9]2[N:14]=[CH:13][CH:12]=[CH:11][CH:10]=2)[N:6]=[C:5]([C:15]2[CH:20]=[CH:19][CH:18]=[CH:17][N:16]=2)[CH:4]=1)[NH2:2].[N:21]([O-])=O.[Na+]. Product: [N:1]([C:3]1[CH:4]=[C:5]([C:15]2[CH:20]=[CH:19][CH:18]=[CH:17][N:16]=2)[N:6]=[C:7]([C:9]2[CH:10]=[CH:11][CH:12]=[CH:13][N:14]=2)[CH:8]=1)=[N+:2]=[N-:21].